From a dataset of M1 muscarinic receptor agonist screen with 61,833 compounds. Binary Classification. Given a drug SMILES string, predict its activity (active/inactive) in a high-throughput screening assay against a specified biological target. (1) The result is 0 (inactive). The compound is S(CC(=O)NC1CCCCC1)c1n(CCCOC)c(nn1)c1ccncc1. (2) The compound is Brc1sc(S(=O)(=O)NCC2CCC(CC2)C(=O)NCc2sccc2)cc1. The result is 0 (inactive). (3) The molecule is s1c(c(c(c1N)C(OCC)=O)C)C(=O)N(C)C. The result is 0 (inactive). (4) The compound is Oc1c(C(=O)Cc2[nH]c3c(n2)cccc3)cc(CC)c(O)c1. The result is 0 (inactive).